From a dataset of Full USPTO retrosynthesis dataset with 1.9M reactions from patents (1976-2016). Predict the reactants needed to synthesize the given product. Given the product [F:1][C:2]([F:12])([F:11])[C:3]1[CH:10]=[CH:9][C:6]([CH2:7][N:20]2[C:28]3[C:23](=[CH:24][CH:25]=[C:26]([CH2:29][C:30]([OH:32])=[O:31])[CH:27]=3)[CH:22]=[CH:21]2)=[CH:5][CH:4]=1.[CH2:13]([N:20]1[C:28]2[C:23](=[CH:24][CH:25]=[C:26]([CH2:29][C:30]([OH:32])=[O:31])[CH:27]=2)[CH:22]=[CH:21]1)[C:14]1[CH:15]=[CH:16][CH:17]=[CH:18][CH:19]=1, predict the reactants needed to synthesize it. The reactants are: [F:1][C:2]([F:12])([F:11])[C:3]1[CH:10]=[CH:9][C:6]([CH2:7]Cl)=[CH:5][CH:4]=1.[CH2:13]([N:20]1[C:28]2[C:23](=[CH:24][CH:25]=[C:26]([CH2:29][C:30]([OH:32])=[O:31])[CH:27]=2)[CH:22]=[CH:21]1)[C:14]1[CH:19]=[CH:18][CH:17]=[CH:16][CH:15]=1.